This data is from Retrosynthesis with 50K atom-mapped reactions and 10 reaction types from USPTO. The task is: Predict the reactants needed to synthesize the given product. (1) Given the product COC(=O)COc1cccc(CCCBr)c1, predict the reactants needed to synthesize it. The reactants are: BrC(Br)(Br)Br.COC(=O)COc1cccc(CCCO)c1. (2) Given the product OCC#CCBr, predict the reactants needed to synthesize it. The reactants are: BrC(Br)(Br)Br.OCC#CCO. (3) Given the product CC(=NO)C(=O)N1CCCC1, predict the reactants needed to synthesize it. The reactants are: C1CCNC1.CC(=NO)C(=O)O. (4) Given the product COC(=O)c1ccc(-c2ccc(N)nc2)cc1, predict the reactants needed to synthesize it. The reactants are: Nc1ccc(-c2ccc(C(=O)O)cc2)cn1.O=C([O-])O. (5) The reactants are: COc1ccc(CO[C@H]2[C@H](O)[C@@H](COC(C)(C)C)O[C@](SC)([SiH](c3ccccc3)c3ccccc3)[C@@H]2N=[N+]=[N-])cc1.O=C(Cl)c1ccccc1-c1ccccc1. Given the product COc1ccc(CO[C@H]2[C@H](OC(=O)c3ccccc3-c3ccccc3)[C@@H](COC(C)(C)C)O[C@](SC)([SiH](c3ccccc3)c3ccccc3)[C@@H]2N=[N+]=[N-])cc1, predict the reactants needed to synthesize it. (6) The reactants are: CC(C)c1ccc(N(Cc2ccc(N(C)C)cc2)C(=O)C2CCCc3c(OCc4ccccc4)cccc32)cc1. Given the product CC(C)c1ccc(N(Cc2ccc(N(C)C)cc2)C(=O)C2CCCc3c(O)cccc32)cc1, predict the reactants needed to synthesize it. (7) Given the product OC(CBr)c1cncs1, predict the reactants needed to synthesize it. The reactants are: O=C(CBr)c1cncs1. (8) Given the product Cc1cc(C)cc(-c2nc(NC(=O)c3cnccn3)sc2-c2ccncc2)c1, predict the reactants needed to synthesize it. The reactants are: Cc1cc(C)cc(-c2nc(N)sc2-c2ccncc2)c1.O=C(Cl)c1cnccn1. (9) Given the product CCOC(=O)Nc1ccc2oc3c(c2c1)CCCCC3, predict the reactants needed to synthesize it. The reactants are: CCOC(=O)Cl.Nc1ccc2oc3c(c2c1)CCCCC3. (10) Given the product CC(C)(C)OC(=O)C1CC2CC1C1C3C=CC(C3)C21, predict the reactants needed to synthesize it. The reactants are: C1=CCC=C1.CC(C)(C)OC(=O)C1CC2C=CC1C2.